This data is from Forward reaction prediction with 1.9M reactions from USPTO patents (1976-2016). The task is: Predict the product of the given reaction. (1) Given the reactants [Br:1][C:2]1[CH:17]=[CH:16][C:5]2[C:6]3[N:7]=[C:8]([CH:14]=O)[S:9][C:10]=3[CH2:11][CH2:12][O:13][C:4]=2[CH:3]=1.[N+](=[C:20](P(OC)(OC)=O)C(OC)=O)=[N-].C(=O)([O-])[O-].[K+].[K+], predict the reaction product. The product is: [Br:1][C:2]1[CH:17]=[CH:16][C:5]2[C:6]3[N:7]=[C:8]([C:14]#[CH:20])[S:9][C:10]=3[CH2:11][CH2:12][O:13][C:4]=2[CH:3]=1. (2) Given the reactants [F:1][C:2]([F:16])([F:15])[C:3]1[CH:4]=[C:5]([CH:8]=[C:9]([C:11]([F:14])([F:13])[F:12])[CH:10]=1)[CH2:6][NH2:7].[C:17]([O:21][C:22]([N:24]1[CH2:30][CH2:29][CH2:28][C:27](=O)[C:26]2[CH:32]=[C:33]([C:36]([F:39])([F:38])[F:37])[CH:34]=[CH:35][C:25]1=2)=[O:23])([CH3:20])([CH3:19])[CH3:18].[BH4-].[Na+], predict the reaction product. The product is: [C:17]([O:21][C:22]([N:24]1[CH2:30][CH2:29][CH2:28][CH:27]([NH:7][CH2:6][C:5]2[CH:4]=[C:3]([C:2]([F:15])([F:16])[F:1])[CH:10]=[C:9]([C:11]([F:14])([F:12])[F:13])[CH:8]=2)[C:26]2[CH:32]=[C:33]([C:36]([F:39])([F:37])[F:38])[CH:34]=[CH:35][C:25]1=2)=[O:23])([CH3:20])([CH3:18])[CH3:19]. (3) Given the reactants [CH3:1][C:2]1[CH:10]=[CH:9][C:5]([C:6]([OH:8])=O)=[CH:4][C:3]=1[C:11]1[CH:22]=[N:21][C:14]2[N:15]=[C:16]([NH:19][CH3:20])[N:17]=[CH:18][C:13]=2[CH:12]=1.O=S(Cl)Cl.[CH3:27][N:28]([CH3:45])[CH2:29][CH2:30][CH2:31][N:32]([CH3:44])[C:33]1[C:34]([NH2:43])=[CH:35][C:36]([C:39]([F:42])([F:41])[F:40])=[CH:37][CH:38]=1.C([O-])(O)=O.[Na+], predict the reaction product. The product is: [CH3:45][N:28]([CH3:27])[CH2:29][CH2:30][CH2:31][N:32]([CH3:44])[C:33]1[CH:38]=[CH:37][C:36]([C:39]([F:42])([F:40])[F:41])=[CH:35][C:34]=1[NH:43][C:6](=[O:8])[C:5]1[CH:9]=[CH:1][C:2]([CH3:10])=[C:3]([C:11]2[CH:22]=[N:21][C:14]3[N:15]=[C:16]([NH:19][CH3:20])[N:17]=[CH:18][C:13]=3[CH:12]=2)[CH:4]=1. (4) Given the reactants [CH3:1][O:2][CH2:3][CH2:4][N:5]1[CH2:12][CH2:11][C@:10]2([CH3:15])[C@@H:13]([CH3:14])[C@H:6]1[CH2:7][C:8]1[CH:19]=[CH:18][C:17]([C:20]([NH2:22])=[O:21])=[CH:16][C:9]=12.[ClH:23].CCOCC, predict the reaction product. The product is: [ClH:23].[CH3:1][O:2][CH2:3][CH2:4][N:5]1[CH2:12][CH2:11][C@:10]2([CH3:15])[C@@H:13]([CH3:14])[C@H:6]1[CH2:7][C:8]1[CH:19]=[CH:18][C:17]([C:20]([NH2:22])=[O:21])=[CH:16][C:9]=12.